Task: Predict the reactants needed to synthesize the given product.. Dataset: Full USPTO retrosynthesis dataset with 1.9M reactions from patents (1976-2016) (1) Given the product [CH2:41]([N:45]1[C:50]2=[N:51][N:52]([CH2:2][C:3]3[CH:8]=[CH:7][C:6]([CH:9]4[CH2:14][CH2:13][CH2:12][CH2:11][N:10]4[C:15]([O:17][C:18]([CH3:21])([CH3:20])[CH3:19])=[O:16])=[CH:5][CH:4]=3)[C:53]([NH:54][C:55]3[CH:56]=[CH:57][CH:58]=[CH:59][CH:60]=3)=[C:49]2[C:48](=[O:61])[N:47]([CH3:62])[C:46]1=[O:63])[CH:42]([CH3:44])[CH3:43], predict the reactants needed to synthesize it. The reactants are: O[CH2:2][C:3]1[CH:8]=[CH:7][C:6]([CH:9]2[CH2:14][CH2:13][CH2:12][CH2:11][N:10]2[C:15]([O:17][C:18]([CH3:21])([CH3:20])[CH3:19])=[O:16])=[CH:5][CH:4]=1.C1(P(C2C=CC=CC=2)C2C=CC=CC=2)C=CC=CC=1.[CH2:41]([N:45]1[C:50]2=[N:51][NH:52][C:53]([NH:54][C:55]3[CH:60]=[CH:59][CH:58]=[CH:57][CH:56]=3)=[C:49]2[C:48](=[O:61])[N:47]([CH3:62])[C:46]1=[O:63])[CH:42]([CH3:44])[CH3:43].CC(OC(/N=N/C(OC(C)C)=O)=O)C. (2) Given the product [C:1]([O:5][N:6]=[C:7]1[C:16]2[C:11](=[CH:12][CH:13]=[C:14]([CH:17]=[O:18])[CH:15]=2)[O:10][C:9]([C:19]2[N:24]=[CH:23][N:22]3[CH:25]=[CH:26][CH:27]=[C:21]3[CH:20]=2)=[CH:8]1)([CH3:4])([CH3:2])[CH3:3], predict the reactants needed to synthesize it. The reactants are: [C:1]([O:5][N:6]=[C:7]1[C:16]2[C:11](=[CH:12][CH:13]=[C:14]([CH2:17][OH:18])[CH:15]=2)[O:10][C:9]([C:19]2[N:24]=[CH:23][N:22]3[CH:25]=[CH:26][CH:27]=[C:21]3[CH:20]=2)=[CH:8]1)([CH3:4])([CH3:3])[CH3:2].CC(OI1(OC(C)=O)(OC(C)=O)OC(=O)C2C=CC=CC1=2)=O. (3) The reactants are: F[P-](F)(F)(F)(F)F.N1(O[P+](N(C)C)(N(C)C)N(C)C)C2C=CC=CC=2N=N1.C(N(C(C)C)CC)(C)C.[CH3:37][N:38]1[CH2:43][CH2:42][CH:41]([N:44]2[CH2:49][CH2:48][NH:47][CH2:46][CH2:45]2)[CH2:40][CH2:39]1.[Cl:50][C:51]1[CH:52]=[C:53]2[C:57](=[CH:58][C:59]=1[F:60])[NH:56][C:55](=[O:61])[C:54]2([CH2:71][C:72](O)=[O:73])[C:62]1[C:63]([O:68][CH2:69][CH3:70])=[N:64][CH:65]=[CH:66][CH:67]=1.[OH-].[Na+]. Given the product [Cl:50][C:51]1[CH:52]=[C:53]2[C:57](=[CH:58][C:59]=1[F:60])[NH:56][C:55](=[O:61])[C:54]2([C:62]1[C:63]([O:68][CH2:69][CH3:70])=[N:64][CH:65]=[CH:66][CH:67]=1)[CH2:71][C:72]([N:47]1[CH2:48][CH2:49][N:44]([CH:41]2[CH2:40][CH2:39][N:38]([CH3:37])[CH2:43][CH2:42]2)[CH2:45][CH2:46]1)=[O:73], predict the reactants needed to synthesize it. (4) Given the product [Br:28][C:27]1[CH:26]=[CH:25][CH:24]=[C:23]([Br:29])[C:22]=1[C:19]1[N:7]2[C:8]3[CH:9]=[CH:10][CH:11]=[CH:12][C:13]=3[C:14]3[CH:15]=[CH:16][C:3]([O:2][CH3:1])=[CH:4][C:5]=3[C:6]2=[N:17][CH:20]=1, predict the reactants needed to synthesize it. The reactants are: [CH3:1][O:2][C:3]1[CH:16]=[CH:15][C:14]2[C:5](=[C:6]([NH2:17])[N:7]=[C:8]3[C:13]=2[CH:12]=[CH:11][CH:10]=[CH:9]3)[CH:4]=1.Br[CH:19]([C:22]1[C:27]([Br:28])=[CH:26][CH:25]=[CH:24][C:23]=1[Br:29])[CH:20]=O.C(=O)(O)[O-].[Na+]. (5) Given the product [C:1]1([C:7]2([C:9]3[CH:14]=[N:13][C:12]([N:15]4[CH2:16][CH2:17][N:18]([C:21]([O:23][C:24]([CH3:27])([CH3:26])[CH3:25])=[O:22])[CH2:19][CH2:20]4)=[N:11][CH:10]=3)[CH2:29][CH2:8]2)[CH:6]=[CH:5][CH:4]=[CH:3][CH:2]=1, predict the reactants needed to synthesize it. The reactants are: [C:1]1([C:7]([C:9]2[CH:10]=[N:11][C:12]([N:15]3[CH2:20][CH2:19][N:18]([C:21]([O:23][C:24]([CH3:27])([CH3:26])[CH3:25])=[O:22])[CH2:17][CH2:16]3)=[N:13][CH:14]=2)=[CH2:8])[CH:6]=[CH:5][CH:4]=[CH:3][CH:2]=1.[I-].[CH3:29][S+](C)(C)=O.